This data is from Reaction yield outcomes from USPTO patents with 853,638 reactions. The task is: Predict the reaction yield, written as a fraction of the theoretical maximum amount of product (1.0 means a 100% yield; for example, 0.34 means a 34% yield). (1) The reactants are [Cl:1][C:2]1[CH:17]=[CH:16][C:5]([O:6][C:7]2[CH:8]=[CH:9][C:10]([N+:13]([O-])=O)=[N:11][CH:12]=2)=[CH:4][C:3]=1[C:18]([F:21])([F:20])[F:19].O.O.[Sn](Cl)Cl.O.C([O-])(O)=O.[Na+]. The catalyst is C(O)C. The product is [Cl:1][C:2]1[CH:17]=[CH:16][C:5]([O:6][C:7]2[CH:8]=[CH:9][C:10]([NH2:13])=[N:11][CH:12]=2)=[CH:4][C:3]=1[C:18]([F:21])([F:19])[F:20]. The yield is 0.729. (2) The product is [CH2:30]([N:3]([CH2:1][CH3:2])[C:4]([CH:6]1[C:18]2[C:17]3[C:12](=[CH:13][CH:14]=[C:15]([F:19])[CH:16]=3)[N:11]([CH2:20][CH2:21][OH:22])[C:10]=2[CH2:9][CH2:8][CH2:7]1)=[O:5])[CH3:31]. The yield is 0.800. The reactants are [CH2:1]([N:3]([CH2:30][CH3:31])[C:4]([CH:6]1[C:18]2[C:17]3[C:12](=[CH:13][CH:14]=[C:15]([F:19])[CH:16]=3)[N:11]([CH2:20][CH2:21][O:22]CC3C=CC=CC=3)[C:10]=2[CH2:9][CH2:8][CH2:7]1)=[O:5])[CH3:2]. The catalyst is CO.[Pd]. (3) The reactants are [Cl:1][C:2]1[CH:3]=[C:4]([CH:8]=[C:9]([O:11][CH3:12])[N:10]=1)[C:5]([OH:7])=O.Cl.COCN.C(N(CC)CC)C.CN([C:28]([O:32][N:33]1N=NC2C=CC=C[C:34]1=2)=[N+](C)C)C.F[P-](F)(F)(F)(F)F. The catalyst is C(Cl)Cl. The product is [Cl:1][C:2]1[CH:3]=[C:4]([C:5]([N:33]([O:32][CH3:28])[CH3:34])=[O:7])[CH:8]=[C:9]([O:11][CH3:12])[N:10]=1. The yield is 0.600. (4) The catalyst is C1COCC1. The product is [CH2:1]([O:8][C:9]1[CH:14]=[CH:13][C:12]([C:15]2[N:24]([CH2:25][O:26][CH2:27][CH2:28][Si:29]([CH3:32])([CH3:31])[CH3:30])[C:18]3=[N:19][C:20]([N:43]4[CH2:42][CH2:41][N:40]([C:33]([O:35][C:36]([CH3:39])([CH3:38])[CH3:37])=[O:34])[CH2:45][CH2:44]4)=[CH:21][CH:22]=[C:17]3[N:16]=2)=[CH:11][CH:10]=1)[C:2]1[CH:7]=[CH:6][CH:5]=[CH:4][CH:3]=1. The reactants are [CH2:1]([O:8][C:9]1[CH:14]=[CH:13][C:12]([C:15]2[N:24]([CH2:25][O:26][CH2:27][CH2:28][Si:29]([CH3:32])([CH3:31])[CH3:30])[C:18]3=[N:19][C:20](Cl)=[CH:21][CH:22]=[C:17]3[N:16]=2)=[CH:11][CH:10]=1)[C:2]1[CH:7]=[CH:6][CH:5]=[CH:4][CH:3]=1.[C:33]([N:40]1[CH2:45][CH2:44][NH:43][CH2:42][CH2:41]1)([O:35][C:36]([CH3:39])([CH3:38])[CH3:37])=[O:34].CC(OC1C=CC=C(OC(C)C)C=1C1C(P(C2CCCCC2)C2CCCCC2)=CC=CC=1)C.CC([O-])(C)C.[Na+]. The yield is 0.360. (5) The reactants are [F:1][C:2]([F:7])([F:6])[C:3]([OH:5])=[O:4].C1(C2C=C(C3CCNCC3)C=CC=2NC(C2NC=C(C#N)N=2)=O)CCCCC=1.BrCC(OC(C)(C)C)=O.CCN(CC)CC.C([O:56][C:57](=[O:87])[CH2:58][N:59]1[CH2:64][CH2:63][CH:62]([C:65]2[CH:70]=[CH:69][C:68]([NH:71][C:72]([C:74]3[NH:75][CH:76]=[C:77]([C:79]#[N:80])[N:78]=3)=[O:73])=[C:67]([C:81]3[CH2:86][CH2:85][CH2:84][CH2:83][CH:82]=3)[CH:66]=2)[CH2:61][CH2:60]1)(C)(C)C. The catalyst is C(Cl)Cl. The product is [F:1][C:2]([F:7])([F:6])[C:3]([OH:5])=[O:4].[C:79]([C:77]1[N:78]=[C:74]([C:72]([NH:71][C:68]2[CH:69]=[CH:70][C:65]([CH:62]3[CH2:61][CH2:60][N:59]([CH2:58][C:57]([OH:87])=[O:56])[CH2:64][CH2:63]3)=[CH:66][C:67]=2[C:81]2[CH2:86][CH2:85][CH2:84][CH2:83][CH:82]=2)=[O:73])[NH:75][CH:76]=1)#[N:80]. The yield is 0.400. (6) The product is [CH2:26]([O:33][C:34]1[CH:35]=[C:36]([NH:42][CH2:15][CH2:14][NH:13][C:9]2[CH:10]=[CH:11][CH:12]=[C:7]([F:6])[CH:8]=2)[CH:37]=[CH:38][C:39]=1[O:40][CH3:41])[C:27]1[CH:28]=[CH:29][CH:30]=[CH:31][CH:32]=1. The catalyst is ClCCl.CN(C)C=O. The reactants are CS(Cl)(=O)=O.[F:6][C:7]1[CH:8]=[C:9]([NH:13][CH2:14][CH2:15]O)[CH:10]=[CH:11][CH:12]=1.C(N(CC)CC)C.[I-].[Na+].[CH2:26]([O:33][C:34]1[CH:35]=[C:36]([NH2:42])[CH:37]=[CH:38][C:39]=1[O:40][CH3:41])[C:27]1[CH:32]=[CH:31][CH:30]=[CH:29][CH:28]=1.C(=O)([O-])[O-].[K+].[K+]. The yield is 0.470.